The task is: Binary Classification. Given a miRNA mature sequence and a target amino acid sequence, predict their likelihood of interaction.. This data is from Experimentally validated miRNA-target interactions with 360,000+ pairs, plus equal number of negative samples. (1) The miRNA is hsa-miR-203a-3p with sequence GUGAAAUGUUUAGGACCACUAG. The protein sequence of the target gene is MNFQQRLQSLWTLARPFCPPLLATASQMQMVVLPCLGFTLLLWSQVSGAQGQEFHFGPCQVKGVVPQKLWEAFWAVKDTMQAQDNITSARLLQQEVLQNVSDAESCYLVHTLLEFYLKTVFKNYHNRTVEVRTLKSFSTLANNFVLIVSQLQPSQENEMFSIRDSAHRRFLLFRRAFKQLDVEAALTKALGEVDILLTWMQKFYKL. Result: 1 (interaction). (2) The miRNA is hsa-miR-4449 with sequence CGUCCCGGGGCUGCGCGAGGCA. The protein sequence of the target gene is MATAAETEAPSTDASWKSRGGGGGDDGMKPALPELESSLQNGGGDGGGGAGPEETAAAEAARSYGHEQPQQTSEAAAAALPKGAEEPERPFRRSFQIPRKSREKKALFQPLTPGSREFEDVLNILHSSYLEPSSVTYFNYRRACLIHNELLEKEFTEKRRELKFDGRLDKELSESYAFLMVDRYQVQSICEKGLQVGQSKITVLGSPSMGIYLCRYADLLQANPLEAGAVGDVVIFKIMKGKIKSIYDPLSVKSLESMLSKNALDPTPKHECHVSKNASRITSLLAYRAYELTQYYFYEY.... Result: 0 (no interaction).